The task is: Predict the product of the given reaction.. This data is from Forward reaction prediction with 1.9M reactions from USPTO patents (1976-2016). Given the reactants [ClH:1].[Cl:2][C:3]1[CH:8]=[CH:7][N:6]=[CH:5][CH:4]=1.O.[NH2:10][NH2:11].[Cl-].[Na+], predict the reaction product. The product is: [ClH:2].[ClH:1].[NH:10]([C:3]1[CH:8]=[CH:7][N:6]=[CH:5][CH:4]=1)[NH2:11].